From a dataset of Catalyst prediction with 721,799 reactions and 888 catalyst types from USPTO. Predict which catalyst facilitates the given reaction. (1) Reactant: [C:1]1([C:7]2([CH2:12]OS(C)(=O)=O)[CH2:11][CH2:10][CH2:9][CH2:8]2)[CH:6]=[CH:5][CH:4]=[CH:3][CH:2]=1.[I-].[K+].[C-:20]#[N:21].[Na+].O. Product: [C:1]1([C:7]2([CH2:12][C:20]#[N:21])[CH2:11][CH2:10][CH2:9][CH2:8]2)[CH:6]=[CH:5][CH:4]=[CH:3][CH:2]=1. The catalyst class is: 16. (2) Reactant: [CH3:1][C:2]1[CH:11]=[C:10]2[C:5]([CH:6]=[CH:7][CH:8]=[N+:9]2[O-])=[CH:4][CH:3]=1.[Si]([C:17]#[N:18])(C)(C)C.CN(C)C(Cl)=O. Product: [CH3:1][C:2]1[CH:11]=[C:10]2[C:5]([CH:6]=[CH:7][C:8]([C:17]#[N:18])=[N:9]2)=[CH:4][CH:3]=1. The catalyst class is: 2. (3) Reactant: Cl.[CH3:2][O:3][C:4]1[CH:5]=[C:6]([C:12]2[C@@H:21]3[C@@H:16]([CH2:17][CH2:18][CH2:19][CH2:20]3)[C:15](=[O:22])[N:14]([CH:23]3[CH2:28][CH2:27][NH:26][CH2:25][CH2:24]3)[N:13]=2)[CH:7]=[CH:8][C:9]=1[O:10][CH3:11].[C:29]([O:33][C:34]([NH:36][C@H:37]([C:44](O)=[O:45])[CH2:38][C:39]1[S:40][CH:41]=[CH:42][CH:43]=1)=[O:35])([CH3:32])([CH3:31])[CH3:30].CN(C(ON1N=NC2C=CC=CC1=2)=[N+](C)C)C.F[P-](F)(F)(F)(F)F.CCN(C(C)C)C(C)C. Product: [CH3:2][O:3][C:4]1[CH:5]=[C:6]([C:12]2[C@@H:21]3[C@@H:16]([CH2:17][CH2:18][CH2:19][CH2:20]3)[C:15](=[O:22])[N:14]([CH:23]3[CH2:24][CH2:25][N:26]([C:44](=[O:45])[C@@H:37]([NH:36][C:34](=[O:35])[O:33][C:29]([CH3:30])([CH3:31])[CH3:32])[CH2:38][C:39]4[S:40][CH:41]=[CH:42][CH:43]=4)[CH2:27][CH2:28]3)[N:13]=2)[CH:7]=[CH:8][C:9]=1[O:10][CH3:11]. The catalyst class is: 2. (4) Reactant: [NH:1]1[CH:5]=[CH:4][C:3]([NH2:6])=[N:2]1.[Cl:7][C:8]1[C:13](F)=[CH:12][CH:11]=[CH:10][N:9]=1.C(=O)([O-])[O-].[K+].[K+]. Product: [Cl:7][C:8]1[C:13]([N:1]2[CH:5]=[CH:4][C:3]([NH2:6])=[N:2]2)=[CH:12][CH:11]=[CH:10][N:9]=1. The catalyst class is: 633. (5) Reactant: C([C@:8]([CH2:39][NH2:40])([CH2:31][C:32]1[CH:37]=[CH:36][C:35]([Cl:38])=[CH:34][CH:33]=1)[C:9]([N:11]1[CH2:16][CH2:15][N:14]([C:17]2[C:18]3[C:25]([C:26]4[S:27][CH:28]=[CH:29][CH:30]=4)=[CH:24][NH:23][C:19]=3[N:20]=[CH:21][N:22]=2)[CH2:13][CH2:12]1)=[O:10])(OC(C)(C)C)=O.[ClH:41].O1CCOCC1. Product: [ClH:38].[ClH:41].[NH2:40][CH2:39][C@H:8]([CH2:31][C:32]1[CH:33]=[CH:34][C:35]([Cl:38])=[CH:36][CH:37]=1)[C:9]([N:11]1[CH2:16][CH2:15][N:14]([C:17]2[C:18]3[C:25]([C:26]4[S:27][CH:28]=[CH:29][CH:30]=4)=[CH:24][NH:23][C:19]=3[N:20]=[CH:21][N:22]=2)[CH2:13][CH2:12]1)=[O:10]. The catalyst class is: 12. (6) Reactant: [Cl:1][C:2]1[C:3]([NH:15][CH:16]2[CH2:23][CH:19]3[CH2:20][NH:21][CH2:22][CH:18]3[CH2:17]2)=[N:4][C:5]([NH:8][C:9]2[CH:10]=[N:11][N:12]([CH3:14])[CH:13]=2)=[N:6][CH:7]=1.CCN(CC)CC.[C:31](O[C:31]([C:33]([F:36])([F:35])[F:34])=[O:32])([C:33]([F:36])([F:35])[F:34])=[O:32]. Product: [Cl:1][C:2]1[C:3]([NH:15][CH:16]2[CH2:23][CH:19]3[CH2:20][N:21]([C:31](=[O:32])[C:33]([F:36])([F:35])[F:34])[CH2:22][CH:18]3[CH2:17]2)=[N:4][C:5]([NH:8][C:9]2[CH:10]=[N:11][N:12]([CH3:14])[CH:13]=2)=[N:6][CH:7]=1. The catalyst class is: 2. (7) Product: [CH3:1][O:2][C:3](=[O:29])[C@H:4]([CH2:19][C:20]1[CH:21]=[CH:22][C:23]([NH2:26])=[CH:24][CH:25]=1)[NH:5][C:6]([C:8]1([C:13]2[CH:18]=[CH:17][CH:16]=[CH:15][CH:14]=2)[CH2:12][CH2:11][CH2:10][CH2:9]1)=[O:7]. The catalyst class is: 8. Reactant: [CH3:1][O:2][C:3](=[O:29])[C@H:4]([CH2:19][C:20]1[CH:25]=[CH:24][C:23]([N+:26]([O-])=O)=[CH:22][CH:21]=1)[NH:5][C:6]([C:8]1([C:13]2[CH:18]=[CH:17][CH:16]=[CH:15][CH:14]=2)[CH2:12][CH2:11][CH2:10][CH2:9]1)=[O:7]. (8) Reactant: [Cl:1][C:2]1[N:3]=[CH:4][NH:5][C:6]=1[Cl:7].[OH-].[K+].[Br:10][CH2:11][CH2:12][CH2:13][CH2:14][C:15]([OH:17])=[O:16].Br[CH2:19][C:20]1[CH:29]=[CH:28][C:27]2[C:22](=[CH:23][CH:24]=[CH:25][CH:26]=2)[CH:21]=1.Br. Product: [Br-:10].[C:15]([CH2:14][CH2:13][CH2:12][CH2:11][N:3]1[C:2]([Cl:1])=[C:6]([Cl:7])[N+:5]([CH2:19][C:20]2[CH:29]=[CH:28][C:27]3[C:22](=[CH:23][CH:24]=[CH:25][CH:26]=3)[CH:21]=2)=[CH:4]1)([OH:17])=[O:16]. The catalyst class is: 10. (9) Product: [CH3:1][C:2]1[C:7]([NH:8][C:9]([NH2:18])=[NH:10])=[CH:6][C:5]([CH:26]2[CH2:31][CH2:30][N:29]([CH3:32])[CH2:28][C:27]2([CH3:34])[CH3:33])=[CH:4][N:3]=1. Reactant: [CH3:1][C:2]1[C:7]([NH:8]/[C:9](/[NH:18]C(=O)OC(C)(C)C)=[N:10]/C(=O)OC(C)(C)C)=[CH:6][C:5]([CH:26]2[CH2:31][CH2:30][N:29]([CH3:32])[CH2:28][C:27]2([CH3:34])[CH3:33])=[CH:4][N:3]=1.Cl. The catalyst class is: 2.